This data is from Peptide-MHC class II binding affinity with 134,281 pairs from IEDB. The task is: Regression. Given a peptide amino acid sequence and an MHC pseudo amino acid sequence, predict their binding affinity value. This is MHC class II binding data. (1) The peptide sequence is KPPFSGMTGCGNTPI. The MHC is DRB1_1602 with pseudo-sequence DRB1_1602. The binding affinity (normalized) is 0.275. (2) The MHC is DRB1_0301 with pseudo-sequence DRB1_0301. The peptide sequence is FPPNGTHSWEYWGAQ. The binding affinity (normalized) is 0. (3) The binding affinity (normalized) is 0.839. The MHC is DRB1_1302 with pseudo-sequence DRB1_1302. The peptide sequence is YDKFLANVSTTLTGK. (4) The binding affinity (normalized) is 0.706. The MHC is HLA-DQA10303-DQB10402 with pseudo-sequence HLA-DQA10303-DQB10402. The peptide sequence is IHLVIHRIRTLIGQE. (5) The peptide sequence is AFKVDATAANAAPAN. The binding affinity (normalized) is 0.502. The MHC is HLA-DPA10103-DPB10301 with pseudo-sequence HLA-DPA10103-DPB10301.